From a dataset of Full USPTO retrosynthesis dataset with 1.9M reactions from patents (1976-2016). Predict the reactants needed to synthesize the given product. (1) Given the product [N:42]1([CH2:41][CH2:40][N:38]2[CH:39]=[C:35]([C:13]3[CH:14]=[N:15][C:16]([C:19]4[CH:20]=[C:21]([CH2:25][OH:26])[CH:22]=[CH:23][CH:24]=4)=[N:17][CH:18]=3)[CH:36]=[N:37]2)[CH2:43][CH2:44][O:45][CH2:46][CH2:47]1, predict the reactants needed to synthesize it. The reactants are: O.O.O.P([O-])([O-])([O-])=O.[K+].[K+].[K+].Br[C:13]1[CH:14]=[N:15][C:16]([C:19]2[CH:20]=[C:21]([CH2:25][OH:26])[CH:22]=[CH:23][CH:24]=2)=[N:17][CH:18]=1.CC1(C)C(C)(C)OB([C:35]2[CH:36]=[N:37][N:38]([CH2:40][CH2:41][N:42]3[CH2:47][CH2:46][O:45][CH2:44][CH2:43]3)[CH:39]=2)O1.ClCCl. (2) Given the product [C:39]([O:43][C:44](=[O:69])[C:45]1[CH:50]=[CH:49][CH:48]=[C:47]([CH2:51][C@H:52]([NH:66][C:15](=[O:16])/[C:14](/[C:12]2[N:13]=[C:9]([NH:8][C:6]([O:5][C:1]([CH3:3])([CH3:2])[CH3:4])=[O:7])[S:10][CH:11]=2)=[N:18]\[O:19][C:20]([C:27]2[CH:32]=[CH:31][CH:30]=[CH:29][CH:28]=2)([C:21]2[CH:26]=[CH:25][CH:24]=[CH:23][CH:22]=2)[C:33]2[CH:38]=[CH:37][CH:36]=[CH:35][CH:34]=2)[B:53]2[O:61][CH:60]3[C:55]([CH3:65])([CH:56]4[CH2:62][CH:58]([CH2:59]3)[C:57]4([CH3:63])[CH3:64])[O:54]2)[C:46]=1[O:67][CH3:68])([CH3:42])([CH3:40])[CH3:41], predict the reactants needed to synthesize it. The reactants are: [C:1]([O:5][C:6]([NH:8][C:9]1[S:10][CH:11]=[C:12](/[C:14](=[N:18]/[O:19][C:20]([C:33]2[CH:38]=[CH:37][CH:36]=[CH:35][CH:34]=2)([C:27]2[CH:32]=[CH:31][CH:30]=[CH:29][CH:28]=2)[C:21]2[CH:26]=[CH:25][CH:24]=[CH:23][CH:22]=2)/[C:15](O)=[O:16])[N:13]=1)=[O:7])([CH3:4])([CH3:3])[CH3:2].[C:39]([O:43][C:44](=[O:69])[C:45]1[CH:50]=[CH:49][CH:48]=[C:47]([CH2:51][C@H:52]([NH2:66])[B:53]2[O:61][CH:60]3[C:55]([CH3:65])([CH:56]4[CH2:62][CH:58]([CH2:59]3)[C:57]4([CH3:64])[CH3:63])[O:54]2)[C:46]=1[O:67][CH3:68])([CH3:42])([CH3:41])[CH3:40]. (3) Given the product [CH3:1][O:2][C:3]1[CH:11]=[C:10]2[C:6]([C:7]([CH2:18][C:19]3[CH:20]=[CH:21][CH:22]=[C:23]([C:25]4[NH:29][N:28]=[N:27][N:26]=4)[N:24]=3)=[C:8]([C:12]3[CH:17]=[N:16][CH:15]=[N:14][CH:13]=3)[NH:9]2)=[CH:5][CH:4]=1, predict the reactants needed to synthesize it. The reactants are: [CH3:1][O:2][C:3]1[CH:11]=[C:10]2[C:6]([C:7]([CH2:18][C:19]3[N:24]=[C:23]([C:25]#[N:26])[CH:22]=[CH:21][CH:20]=3)=[C:8]([C:12]3[CH:13]=[N:14][CH:15]=[N:16][CH:17]=3)[NH:9]2)=[CH:5][CH:4]=1.[N-:27]=[N+:28]=[N-:29].[Na+].C(O)(C)C.Cl. (4) The reactants are: [CH:1]1([CH2:6][CH2:7][C:8]([OH:10])=O)[CH2:5][CH2:4][CH2:3][CH2:2]1.CN(C(ON1N=NC2C=CC=NC1=2)=[N+](C)C)C.F[P-](F)(F)(F)(F)F.C(N(C(C)C)CC)(C)C.Cl.[CH2:45]([O:48][C@@H:49]1[CH2:54][CH2:53][CH2:52][N:51]([CH2:55][C@@H:56]2[CH2:61][CH2:60][CH2:59][CH2:58][C@H:57]2[NH2:62])[CH2:50]1)[CH:46]=[CH2:47].Cl.C(O[C@@H]1CCCN(C[C@H]2CCCC[C@@H]2N)C1)C=C. Given the product [CH2:45]([O:48][C@@H:49]1[CH2:54][CH2:53][CH2:52][N:51]([CH2:55][C@H:56]2[CH2:61][CH2:60][CH2:59][CH2:58][C@@H:57]2[NH:62][C:8](=[O:10])[CH2:7][CH2:6][CH:1]2[CH2:2][CH2:3][CH2:4][CH2:5]2)[CH2:50]1)[CH:46]=[CH2:47], predict the reactants needed to synthesize it. (5) Given the product [I:1][C:2]1[C:10]2[C:9](=[O:11])[NH:8][C:7]([NH:12][C:13](=[O:18])[C:14]([CH3:15])([CH3:17])[CH3:16])=[N:6][C:5]=2[N:4]([CH3:19])[CH:3]=1, predict the reactants needed to synthesize it. The reactants are: [I:1][C:2]1[C:10]2[C:9](=[O:11])[NH:8][C:7]([NH:12][C:13](=[O:18])[C:14]([CH3:17])([CH3:16])[CH3:15])=[N:6][C:5]=2[N:4]([CH3:19])[C:3]=1I.